Dataset: Reaction yield outcomes from USPTO patents with 853,638 reactions. Task: Predict the reaction yield, written as a fraction of the theoretical maximum amount of product (1.0 means a 100% yield; for example, 0.34 means a 34% yield). (1) The reactants are [CH:1]12[NH:8][CH:5]([CH2:6][CH2:7]1)[CH2:4][CH2:3][CH2:2]2.[C:9]([C:11]1[C:20]2[C:15](=[CH:16][CH:17]=[CH:18][CH:19]=2)[C:14](F)=[CH:13][CH:12]=1)#[N:10]. The catalyst is N1C=CC=CC=1. The product is [CH:5]12[N:8]([C:14]3[C:15]4[C:20](=[CH:19][CH:18]=[CH:17][CH:16]=4)[C:11]([C:9]#[N:10])=[CH:12][CH:13]=3)[CH:1]([CH2:7][CH2:6]1)[CH2:2][CH2:3][CH2:4]2. The yield is 0.0400. (2) The reactants are COC1C=C(OC)C=CC=1C[N:6]([C:36]1[CH:41]=[CH:40][N:39]=[CH:38][N:37]=1)[S:7]([C:10]1[CH:15]=[CH:14][C:13]([O:16][C@H:17]2[CH2:22][CH2:21][CH2:20][CH2:19][C@@H:18]2[C:23]2[CH:24]=[N:25][N:26](C3CCCCO3)[CH:27]=2)=[C:12]([F:34])[C:11]=1[F:35])(=[O:9])=[O:8].C([SiH](CC)CC)C.FC(F)(F)C(O)=O.ClCCl. The catalyst is CO. The product is [F:35][C:11]1[C:12]([F:34])=[C:13]([O:16][C@H:17]2[CH2:22][CH2:21][CH2:20][CH2:19][C@@H:18]2[C:23]2[CH:24]=[N:25][NH:26][CH:27]=2)[CH:14]=[CH:15][C:10]=1[S:7]([NH:6][C:36]1[CH:41]=[CH:40][N:39]=[CH:38][N:37]=1)(=[O:8])=[O:9]. The yield is 0.330. (3) The reactants are [OH:1][N:2]=[C:3]([Cl:14])[C@H:4]1[CH2:8][O:7][C:6]2([CH2:13][CH2:12][CH2:11][CH2:10][CH2:9]2)[O:5]1.[CH3:15][S:16](Cl)(=[O:18])=[O:17].C(N(C(C)C)C(C)C)C. The catalyst is C1COCC1. The product is [CH3:15][S:16]([O:1][N:2]=[C:3]([Cl:14])[C@H:4]1[CH2:8][O:7][C:6]2([CH2:13][CH2:12][CH2:11][CH2:10][CH2:9]2)[O:5]1)(=[O:18])=[O:17]. The yield is 0.738. (4) The reactants are [Si:1]([O:8][C@@H:9]([C:23]1[CH:28]=[CH:27][C:26]([C:29]([F:32])([F:31])[F:30])=[CH:25][CH:24]=1)[C@H:10]1[CH2:14][O:13][S:12](=[O:15])[N:11]1[C:16]([O:18][C:19]([CH3:22])([CH3:21])[CH3:20])=[O:17])([C:4]([CH3:7])([CH3:6])[CH3:5])([CH3:3])[CH3:2].I([O-])(=O)(=O)=[O:34].[Na+].O.CCOC(C)=O. The catalyst is CC#N.O.[Ru](Cl)(Cl)Cl. The product is [Si:1]([O:8][C@@H:9]([C:23]1[CH:24]=[CH:25][C:26]([C:29]([F:32])([F:30])[F:31])=[CH:27][CH:28]=1)[C@H:10]1[CH2:14][O:13][S:12](=[O:34])(=[O:15])[N:11]1[C:16]([O:18][C:19]([CH3:22])([CH3:21])[CH3:20])=[O:17])([C:4]([CH3:5])([CH3:6])[CH3:7])([CH3:3])[CH3:2]. The yield is 0.940. (5) The reactants are [NH:1]1[CH:5]=[CH:4][N:3]=[C:2]1[C:6]1[C:7]([O:24][CH3:25])=[CH:8][C:9]([CH:21]([CH3:23])[CH3:22])=[C:10]([CH:20]=1)[O:11][C:12]1[CH:13]([NH2:19])[NH:14][C:15]([NH2:18])=[N:16][CH:17]=1.I[CH3:27].[OH-].[K+]. The catalyst is CC(C)=O. The product is [CH:21]([C:9]1[CH:8]=[C:7]([O:24][CH3:25])[C:6]([C:2]2[N:1]([CH3:27])[CH:5]=[CH:4][N:3]=2)=[CH:20][C:10]=1[O:11][C:12]1[CH:13]([NH2:19])[NH:14][C:15]([NH2:18])=[N:16][CH:17]=1)([CH3:23])[CH3:22]. The yield is 0.520. (6) The reactants are CC1(C)C(C)(C)OB([C:9]2[CH:31]=[N:30][C:12]3[N:13]([CH2:22][O:23][CH2:24][CH2:25][Si:26]([CH3:29])([CH3:28])[CH3:27])[C:14]4[CH:19]=[N:18][C:17]([C:20]#[N:21])=[CH:16][C:15]=4[C:11]=3[CH:10]=2)O1.Br[C:34]1[CH:49]=[CH:48][C:37]([CH2:38][N:39]2[CH:44]3[CH2:45][CH2:46][CH:40]2[CH2:41][CH:42]([OH:47])[CH2:43]3)=[CH:36][CH:35]=1.C(=O)([O-])[O-].[Cs+].[Cs+].O. The catalyst is COCCOC.C1C=CC([P]([Pd]([P](C2C=CC=CC=2)(C2C=CC=CC=2)C2C=CC=CC=2)([P](C2C=CC=CC=2)(C2C=CC=CC=2)C2C=CC=CC=2)[P](C2C=CC=CC=2)(C2C=CC=CC=2)C2C=CC=CC=2)(C2C=CC=CC=2)C2C=CC=CC=2)=CC=1. The product is [OH:47][CH:42]1[CH2:41][CH:40]2[N:39]([CH2:38][C:37]3[CH:36]=[CH:35][C:34]([C:9]4[CH:31]=[N:30][C:12]5[N:13]([CH2:22][O:23][CH2:24][CH2:25][Si:26]([CH3:29])([CH3:27])[CH3:28])[C:14]6[CH:19]=[N:18][C:17]([C:20]#[N:21])=[CH:16][C:15]=6[C:11]=5[CH:10]=4)=[CH:49][CH:48]=3)[CH:44]([CH2:45][CH2:46]2)[CH2:43]1. The yield is 0.600. (7) The reactants are [C:1]([O:5][C:6]([N:8]([C:44]([O:46][C:47]([CH3:50])([CH3:49])[CH3:48])=[O:45])[C:9]1[C:18]2[C:13](=[CH:14][C:15]([NH:19][CH:20]([C:24]3[CH:29]=[CH:28][C:27]([CH2:30][CH2:31][NH:32][S:33]([C:36]4[CH:41]=[CH:40][CH:39]=[C:38]([C:42]#[N:43])[CH:37]=4)(=[O:35])=[O:34])=[CH:26][CH:25]=3)[C:21]([OH:23])=[O:22])=[CH:16][CH:17]=2)[CH:12]=[CH:11][N:10]=1)=[O:7])([CH3:4])([CH3:3])[CH3:2]. The catalyst is CO.[Pd]. The product is [NH2:43][CH2:42][C:38]1[CH:37]=[C:36]([S:33]([NH:32][CH2:31][CH2:30][C:27]2[CH:26]=[CH:25][C:24]([CH:20]([NH:19][C:15]3[CH:14]=[C:13]4[C:18](=[CH:17][CH:16]=3)[C:9]([N:8]([C:6]([O:5][C:1]([CH3:4])([CH3:3])[CH3:2])=[O:7])[C:44]([O:46][C:47]([CH3:50])([CH3:48])[CH3:49])=[O:45])=[N:10][CH:11]=[CH:12]4)[C:21]([OH:23])=[O:22])=[CH:29][CH:28]=2)(=[O:34])=[O:35])[CH:41]=[CH:40][CH:39]=1. The yield is 0.660. (8) The reactants are C(O)(=O)C.C(O)(=O)C.IC1C=CC=CC=1.[Cl:16][C:17]1[N:22]=[C:21]([N:23]2[CH2:28][CH2:27][O:26][CH2:25][C@H:24]2[CH3:29])[CH:20]=[C:19]([C:30]([S:33]([CH3:35])=[O:34])([CH3:32])[CH3:31])[N:18]=1.[O-2].[Mg+2].[F:38][C:39]([F:44])([F:43])[C:40]([NH2:42])=[O:41]. The catalyst is C(Cl)Cl.CC([O-])=O.CC([O-])=O.CC([O-])=O.CC([O-])=O.[Rh+2].[Rh+2]. The product is [Cl:16][C:17]1[N:18]=[C:19]([C:30]([S:33]([CH3:35])(=[O:34])=[N:42][C:40](=[O:41])[C:39]([F:44])([F:43])[F:38])([CH3:32])[CH3:31])[CH:20]=[C:21]([N:23]2[CH2:28][CH2:27][O:26][CH2:25][C@H:24]2[CH3:29])[N:22]=1. The yield is 0.310. (9) The reactants are [CH3:1][NH:2][C:3]1[C:8]2[C:9]([C:12]([O:14][CH3:15])=[O:13])=[N:10][NH:11][C:7]=2[CH:6]=[CH:5][N:4]=1.[Br:16][C:17]1[CH:18]=[C:19](B(O)O)[CH:20]=[CH:21][CH:22]=1. No catalyst specified. The product is [Br:16][C:17]1[CH:22]=[C:21]([N:11]2[C:7]3[CH:6]=[CH:5][N:4]=[C:3]([NH:2][CH3:1])[C:8]=3[C:9]([C:12]([O:14][CH3:15])=[O:13])=[N:10]2)[CH:20]=[CH:19][CH:18]=1. The yield is 0.210.